Predict the reaction yield, written as a fraction of the theoretical maximum amount of product (1.0 means a 100% yield; for example, 0.34 means a 34% yield). From a dataset of Reaction yield outcomes from USPTO patents with 853,638 reactions. The reactants are [F:1][C:2]([F:33])([F:32])[C:3]1[CH:8]=[CH:7][C:6]([N:9]2[CH2:14][CH2:13][CH:12]([O:15][C:16]3[CH:17]=[C:18]4[C:22](=[CH:23][CH:24]=3)[CH:21]([NH:25][CH:26]3[CH2:31][CH2:30][NH:29][CH2:28][CH2:27]3)[CH2:20][CH2:19]4)[CH2:11][CH2:10]2)=[CH:5][CH:4]=1.Br[CH2:35][C:36]1[CH:41]=[CH:40][C:39]([F:42])=[CH:38][CH:37]=1.C(N(CC)C(C)C)(C)C. The catalyst is CN(C)C=O. The product is [F:42][C:39]1[CH:40]=[CH:41][C:36]([CH2:35][N:29]2[CH2:30][CH2:31][CH:26]([NH:25][CH:21]3[C:22]4[C:18](=[CH:17][C:16]([O:15][CH:12]5[CH2:13][CH2:14][N:9]([C:6]6[CH:7]=[CH:8][C:3]([C:2]([F:1])([F:32])[F:33])=[CH:4][CH:5]=6)[CH2:10][CH2:11]5)=[CH:24][CH:23]=4)[CH2:19][CH2:20]3)[CH2:27][CH2:28]2)=[CH:37][CH:38]=1. The yield is 0.880.